From a dataset of Reaction yield outcomes from USPTO patents with 853,638 reactions. Predict the reaction yield, written as a fraction of the theoretical maximum amount of product (1.0 means a 100% yield; for example, 0.34 means a 34% yield). (1) The reactants are [CH3:1][N:2]1[CH2:7][CH2:6][C:5]([CH2:9][N+:10]([O-])=O)([OH:8])[CH2:4][CH2:3]1. The catalyst is CO.[Ni]. The product is [NH2:10][CH2:9][C:5]1([OH:8])[CH2:6][CH2:7][N:2]([CH3:1])[CH2:3][CH2:4]1. The yield is 0.690. (2) The reactants are [Cl:1][C:2]1[CH:14]=[C:13]([Cl:15])[CH:12]=[CH:11][C:3]=1[O:4][CH2:5][CH2:6][CH2:7][C:8]([OH:10])=O.C(N(CC)CC)C.C(Cl)(=O)OCC(C)C.[NH2:31][C:32]1[CH:37]=[CH:36][CH:35]=[CH:34][CH:33]=1.Cl. The catalyst is ClCCl. The product is [Cl:1][C:2]1[CH:14]=[C:13]([Cl:15])[CH:12]=[CH:11][C:3]=1[O:4][CH2:5][CH2:6][CH2:7][C:8]([NH:31][C:32]1[CH:37]=[CH:36][CH:35]=[CH:34][CH:33]=1)=[O:10]. The yield is 0.775. (3) The reactants are C(Cl)(=O)C(Cl)=O.CS(C)=O.[N+:11]([C:14]1[CH:19]=[CH:18][C:17]([CH2:20][CH2:21][CH2:22][CH2:23][OH:24])=[CH:16][CH:15]=1)([O-:13])=[O:12].CCN(CC)CC. The catalyst is C(Cl)Cl. The product is [N+:11]([C:14]1[CH:15]=[CH:16][C:17]([CH2:20][CH2:21][CH2:22][CH:23]=[O:24])=[CH:18][CH:19]=1)([O-:13])=[O:12]. The yield is 0.650. (4) The reactants are [H-].[Na+].Cl.[NH:4]1[CH2:7][CH:6]([C:8]2[O:12][N:11]=[C:10]([C:13]3[N:18]=[C:17]([N:19]([CH3:26])[C:20]4[CH:25]=[CH:24][CH:23]=[CH:22][CH:21]=4)[N:16]=[C:15]([NH2:27])[N:14]=3)[N:9]=2)[CH2:5]1.[F:28][C:29]([F:40])([F:39])[CH2:30]OS(C(F)(F)F)(=O)=O. The catalyst is CN(C=O)C.CCOC(C)=O. The product is [CH3:26][N:19]([C:20]1[CH:25]=[CH:24][CH:23]=[CH:22][CH:21]=1)[C:17]1[N:16]=[C:15]([NH2:27])[N:14]=[C:13]([C:10]2[N:9]=[C:8]([CH:6]3[CH2:5][N:4]([CH2:30][C:29]([F:40])([F:39])[F:28])[CH2:7]3)[O:12][N:11]=2)[N:18]=1. The yield is 0.0900. (5) The reactants are [NH2:1][C:2]1[CH:7]=[CH:6][C:5]([OH:8])=[C:4]([Cl:9])[C:3]=1[F:10].CC([O-])(C)C.[K+].[Cl:17][C:18]1[CH:23]=[C:22](Cl)[CH:21]=[CH:20][N:19]=1. The catalyst is CC(N(C)C)=O. The product is [Cl:9][C:4]1[C:3]([F:10])=[C:2]([CH:7]=[CH:6][C:5]=1[O:8][C:22]1[CH:21]=[CH:20][N:19]=[C:18]([Cl:17])[CH:23]=1)[NH2:1]. The yield is 0.590. (6) The reactants are C[O:2][C:3](=O)[C:4]1[CH:9]=[C:8]([Cl:10])[CH:7]=[CH:6][C:5]=1[F:11].O.[NH2:14][NH2:15]. The yield is 0.420. The catalyst is C(O)C. The product is [Cl:10][C:8]1[CH:7]=[CH:6][C:5]([F:11])=[C:4]([CH:9]=1)[C:3]([NH:14][NH2:15])=[O:2]. (7) The reactants are Cl[C:2]1[C:9](Cl)=[CH:8][CH:7]=[CH:6][C:3]=1[CH:4]=[O:5].[C:11]([O:15]CC(=O)CC([O-])=O)([CH3:14])([CH3:13])[CH3:12].[NH2:23][C:24]1[CH:28]=[CH:27][NH:26][N:25]=1.[C:29]([O-])(=O)C.[Na+]. The catalyst is CN(C)C=O. The product is [CH3:14][C:11]([O:15][C:4]([C:3]1[CH:2]([CH:9]([CH3:8])[CH3:29])[N:25]2[N:26]=[CH:27][CH:28]=[C:24]2[NH:23][C:6]=1[CH3:7])=[O:5])([CH3:12])[CH3:13]. The yield is 0.410.